This data is from Full USPTO retrosynthesis dataset with 1.9M reactions from patents (1976-2016). The task is: Predict the reactants needed to synthesize the given product. (1) Given the product [CH:42]1([N:41]2[C:1]([C:3]3[CH2:4][CH:5]([NH:8][C:9](=[O:15])[O:10][C:11]([CH3:14])([CH3:13])[CH3:12])[CH2:6][CH:7]=3)=[CH:38][N:37]=[CH:36]2)[CH2:43][CH2:33]1, predict the reactants needed to synthesize it. The reactants are: [CH:1]([C:3]1[CH2:4][CH:5]([NH:8][C:9](=[O:15])[O:10][C:11]([CH3:14])([CH3:13])[CH3:12])[CH2:6][CH:7]=1)=O.C1(N)CC1.S(C[N+]#[C-])(C1C=CC(C)=CC=1)(=O)=O.[CH2:33]1[CH2:43][CH2:42][N:41]2[C:36](=[N:37][CH2:38]CC2)CC1. (2) Given the product [C:1]([C:3]1[CH:8]=[CH:7][N:6]=[C:5]2[NH:9][CH:10]=[C:11]([C:12]([C:13]3[C:14]([F:34])=[C:15]([NH:20][S:21]([C:24]4[CH:29]=[CH:28][C:27]([C:30]([F:33])([F:32])[F:31])=[CH:26][CH:25]=4)(=[O:22])=[O:23])[CH:16]=[CH:17][C:18]=3[F:19])=[O:35])[C:4]=12)#[CH:2], predict the reactants needed to synthesize it. The reactants are: [C:1]([C:3]1[CH:8]=[CH:7][N:6]=[C:5]2[NH:9][CH:10]=[C:11]([CH:12]([OH:35])[C:13]3[C:14]([F:34])=[C:15]([NH:20][S:21]([C:24]4[CH:29]=[CH:28][C:27]([C:30]([F:33])([F:32])[F:31])=[CH:26][CH:25]=4)(=[O:23])=[O:22])[CH:16]=[CH:17][C:18]=3[F:19])[C:4]=12)#[CH:2].CC(OI1(OC(C)=O)(OC(C)=O)OC(=O)C2C=CC=CC1=2)=O.O. (3) Given the product [CH3:10][O:11][C:12](=[O:21])[C:13]1[CH:18]=[C:17]([C:5](=[O:8])[CH2:6][CH3:7])[C:16]([F:19])=[CH:15][C:14]=1[OH:20], predict the reactants needed to synthesize it. The reactants are: [Cl-].[Al+3].[Cl-].[Cl-].[C:5](Cl)(=[O:8])[CH2:6][CH3:7].[CH3:10][O:11][C:12](=[O:21])[C:13]1[CH:18]=[CH:17][C:16]([F:19])=[CH:15][C:14]=1[OH:20]. (4) Given the product [CH3:1][CH:2]([CH3:23])[CH2:3][CH2:4][CH2:5][CH2:6][CH2:7][CH2:8][C:9]1[CH:10]=[CH:11][C:12]([NH:15][C:16](=[O:22])[O:17][C:18]([CH3:21])([CH3:20])[CH3:19])=[CH:13][CH:14]=1, predict the reactants needed to synthesize it. The reactants are: [CH3:1][CH:2]([CH3:23])[CH2:3][CH2:4][CH2:5][CH2:6][C:7]#[C:8][C:9]1[CH:14]=[CH:13][C:12]([NH:15][C:16](=[O:22])[O:17][C:18]([CH3:21])([CH3:20])[CH3:19])=[CH:11][CH:10]=1. (5) Given the product [C:35]([O:34][C:32](=[O:33])[NH:5][CH2:6][C:7]1[CH:12]=[CH:11][C:10]([OH:13])=[CH:9][CH:8]=1)([CH3:36])([CH3:37])[CH3:38], predict the reactants needed to synthesize it. The reactants are: FC(F)(F)C([NH:5][CH2:6][C:7]1[CH:12]=[CH:11][C:10]([OH:13])=[CH:9][CH:8]=1)=O.[OH-].[Na+].Cl.C(=O)(O)[O-].[Na+].[C:35]([O:34][C:32](O[C:32]([O:34][C:35]([CH3:38])([CH3:37])[CH3:36])=[O:33])=[O:33])([CH3:38])([CH3:37])[CH3:36].